From a dataset of Forward reaction prediction with 1.9M reactions from USPTO patents (1976-2016). Predict the product of the given reaction. (1) Given the reactants [N+:1]([C:4]1[CH:5]=[C:6](B(O)O)[CH:7]=[CH:8][CH:9]=1)([O-:3])=[O:2].I[C:14]1[CH:15]=[C:16]([NH:21][C:22](=[O:33])[C:23]2[CH:28]=[CH:27][CH:26]=[C:25]([C:29]([F:32])([F:31])[F:30])[CH:24]=2)[CH:17]=[N:18][C:19]=1[CH3:20].C(=O)([O-])[O-].[K+].[K+], predict the reaction product. The product is: [CH3:20][C:19]1[N:18]=[CH:17][C:16]([NH:21][C:22](=[O:33])[C:23]2[CH:28]=[CH:27][CH:26]=[C:25]([C:29]([F:32])([F:30])[F:31])[CH:24]=2)=[CH:15][C:14]=1[C:6]1[CH:7]=[CH:8][CH:9]=[C:4]([N+:1]([O-:3])=[O:2])[CH:5]=1. (2) Given the reactants C(N(S(F)(F)[F:7])CC)C.[C:10]([O:14][C:15]([N:17]1[CH2:22][CH2:21][CH:20]([CH2:23][CH2:24][CH2:25][C:26]([C:28]2[CH:33]=[CH:32][C:31]([S:34]([CH3:36])=O)=[CH:30][CH:29]=2)=[O:27])[CH2:19][CH2:18]1)=[O:16])([CH3:13])([CH3:12])[CH3:11].O, predict the reaction product. The product is: [C:10]([O:14][C:15]([N:17]1[CH2:22][CH2:21][CH:20]([CH2:23][CH2:24][CH2:25][C:26]([C:28]2[CH:33]=[CH:32][C:31]([S:34][CH2:36][F:7])=[CH:30][CH:29]=2)=[O:27])[CH2:19][CH2:18]1)=[O:16])([CH3:13])([CH3:12])[CH3:11]. (3) Given the reactants C(OC(=O)[NH:7][C@H:8]([C:19]1[C:24](Br)=[CH:23][CH:22]=[CH:21][N:20]=1)[C:9]1[CH:14]=[CH:13][C:12]([C:15]([F:18])([F:17])[F:16])=[CH:11][CH:10]=1)(C)(C)C.C([Sn](CCCC)(CCCC)[C:32]1[CH:37]=[CH:36][CH:35]=[CH:34][N:33]=1)CCC.[ClH:46], predict the reaction product. The product is: [ClH:46].[ClH:46].[N:33]1[CH:34]=[CH:35][CH:36]=[CH:37][C:32]=1[C:24]1[C:19]([C@H:8]([C:9]2[CH:10]=[CH:11][C:12]([C:15]([F:17])([F:16])[F:18])=[CH:13][CH:14]=2)[NH2:7])=[N:20][CH:21]=[CH:22][CH:23]=1. (4) The product is: [Cl:13][C:14]1[CH:15]=[CH:16][C:17]([C:18]([NH:20][C:21]2[CH:26]=[CH:25][C:24]([N:27]3[CH:31]=[C:30]([CH3:32])[N:29]=[CH:28]3)=[C:23]([C:33]([F:35])([F:34])[F:36])[CH:22]=2)=[O:19])=[CH:37][C:38]=1[C:12]#[C:11][C:8]1[N:7]=[N:6][C:5]([NH:4][CH:1]([CH3:3])[CH3:2])=[CH:10][CH:9]=1. Given the reactants [CH:1]([NH:4][C:5]1[N:6]=[N:7][C:8]([C:11]#[CH:12])=[CH:9][CH:10]=1)([CH3:3])[CH3:2].[Cl:13][C:14]1[CH:38]=[CH:37][C:17]([C:18]([NH:20][C:21]2[CH:26]=[CH:25][C:24]([N:27]3[CH:31]=[C:30]([CH3:32])[N:29]=[CH:28]3)=[C:23]([C:33]([F:36])([F:35])[F:34])[CH:22]=2)=[O:19])=[CH:16][C:15]=1I, predict the reaction product. (5) Given the reactants Cl[C:2]1[CH:3]=[CH:4][C:5]([N+:9]([O-:11])=[O:10])=[C:6]([CH:8]=1)[NH2:7].[C:12]1([C:18]2[C:19]([C:23]#[N:24])=[CH:20][NH:21][CH:22]=2)[CH:17]=[CH:16][CH:15]=[CH:14][CH:13]=1.[H-].[Na+], predict the reaction product. The product is: [NH2:7][C:6]1[CH:8]=[C:2]([N:21]2[CH:22]=[C:18]([C:12]3[CH:17]=[CH:16][CH:15]=[CH:14][CH:13]=3)[C:19]([C:23]#[N:24])=[CH:20]2)[CH:3]=[CH:4][C:5]=1[N+:9]([O-:11])=[O:10]. (6) Given the reactants ClC1C=C(CC[CH2:10][N:11]([C@H:25]2[CH2:30][CH2:29][C@H:28]([CH3:31])[CH2:27][CH2:26]2)[C:12](=[O:24])[NH:13][C:14]2[S:15][C:16]([S:19][CH2:20][C:21]([OH:23])=[O:22])=[CH:17][N:18]=2)C=CC=1.[CH3:32][O:33][C:34]1[CH:35]=[C:36]([CH2:42][CH2:43][CH2:44]C(O)=O)[CH:37]=[CH:38][C:39]=1[O:40][CH3:41].C(OC(=O)CSC1SC(N)=NC=1)C, predict the reaction product. The product is: [CH3:32][O:33][C:34]1[CH:35]=[C:36]([CH2:42][CH2:43][CH2:44][CH2:10][N:11]([C@H:25]2[CH2:30][CH2:29][C@H:28]([CH3:31])[CH2:27][CH2:26]2)[C:12](=[O:24])[NH:13][C:14]2[S:15][C:16]([S:19][CH2:20][C:21]([OH:23])=[O:22])=[CH:17][N:18]=2)[CH:37]=[CH:38][C:39]=1[O:40][CH3:41].